Dataset: NCI-60 drug combinations with 297,098 pairs across 59 cell lines. Task: Regression. Given two drug SMILES strings and cell line genomic features, predict the synergy score measuring deviation from expected non-interaction effect. (1) Drug 1: CC=C1C(=O)NC(C(=O)OC2CC(=O)NC(C(=O)NC(CSSCCC=C2)C(=O)N1)C(C)C)C(C)C. Drug 2: COCCOC1=C(C=C2C(=C1)C(=NC=N2)NC3=CC=CC(=C3)C#C)OCCOC.Cl. Cell line: RXF 393. Synergy scores: CSS=34.8, Synergy_ZIP=-0.328, Synergy_Bliss=0.395, Synergy_Loewe=-51.2, Synergy_HSA=-0.0657. (2) Drug 1: CC12CCC(CC1=CCC3C2CCC4(C3CC=C4C5=CN=CC=C5)C)O. Drug 2: CC1=CC=C(C=C1)C2=CC(=NN2C3=CC=C(C=C3)S(=O)(=O)N)C(F)(F)F. Cell line: RPMI-8226. Synergy scores: CSS=28.4, Synergy_ZIP=5.69, Synergy_Bliss=6.89, Synergy_Loewe=-10.8, Synergy_HSA=4.19. (3) Drug 1: CC1=C(N=C(N=C1N)C(CC(=O)N)NCC(C(=O)N)N)C(=O)NC(C(C2=CN=CN2)OC3C(C(C(C(O3)CO)O)O)OC4C(C(C(C(O4)CO)O)OC(=O)N)O)C(=O)NC(C)C(C(C)C(=O)NC(C(C)O)C(=O)NCCC5=NC(=CS5)C6=NC(=CS6)C(=O)NCCC[S+](C)C)O. Drug 2: CC(C)CN1C=NC2=C1C3=CC=CC=C3N=C2N. Cell line: NCI/ADR-RES. Synergy scores: CSS=66.2, Synergy_ZIP=0.465, Synergy_Bliss=-1.55, Synergy_Loewe=-5.80, Synergy_HSA=-2.46. (4) Drug 1: C1=CC(=CC=C1C#N)C(C2=CC=C(C=C2)C#N)N3C=NC=N3. Drug 2: COCCOC1=C(C=C2C(=C1)C(=NC=N2)NC3=CC=CC(=C3)C#C)OCCOC.Cl. Cell line: T-47D. Synergy scores: CSS=-0.107, Synergy_ZIP=3.67, Synergy_Bliss=1.91, Synergy_Loewe=0.0269, Synergy_HSA=-3.17. (5) Drug 1: C1CCN(CC1)CCOC2=CC=C(C=C2)C(=O)C3=C(SC4=C3C=CC(=C4)O)C5=CC=C(C=C5)O. Synergy scores: CSS=2.13, Synergy_ZIP=-0.534, Synergy_Bliss=-2.78, Synergy_Loewe=-5.14, Synergy_HSA=-3.95. Cell line: IGROV1. Drug 2: CC1=C(C(CCC1)(C)C)C=CC(=CC=CC(=CC(=O)O)C)C.